The task is: Regression. Given two drug SMILES strings and cell line genomic features, predict the synergy score measuring deviation from expected non-interaction effect.. This data is from NCI-60 drug combinations with 297,098 pairs across 59 cell lines. (1) Drug 1: CCC(=C(C1=CC=CC=C1)C2=CC=C(C=C2)OCCN(C)C)C3=CC=CC=C3.C(C(=O)O)C(CC(=O)O)(C(=O)O)O. Drug 2: CC(C)(C#N)C1=CC(=CC(=C1)CN2C=NC=N2)C(C)(C)C#N. Cell line: TK-10. Synergy scores: CSS=0.772, Synergy_ZIP=6.88, Synergy_Bliss=3.78, Synergy_Loewe=-0.386, Synergy_HSA=-0.127. (2) Drug 1: C1=CC(=C2C(=C1NCCNCCO)C(=O)C3=C(C=CC(=C3C2=O)O)O)NCCNCCO. Drug 2: C1=NC2=C(N1)C(=S)N=C(N2)N. Cell line: K-562. Synergy scores: CSS=57.2, Synergy_ZIP=-2.75, Synergy_Bliss=-2.60, Synergy_Loewe=-3.59, Synergy_HSA=1.29.